Dataset: Reaction yield outcomes from USPTO patents with 853,638 reactions. Task: Predict the reaction yield, written as a fraction of the theoretical maximum amount of product (1.0 means a 100% yield; for example, 0.34 means a 34% yield). (1) The reactants are [O:1]=[C:2]1[C@@H:8]([NH:9]C(=O)OC(C)(C)C)[CH2:7][CH2:6][CH2:5][CH2:4][N:3]1[CH2:17][C:18]1[CH:19]=[N:20][CH:21]=[CH:22][CH:23]=1.FC(F)(F)C(O)=O. The catalyst is C(Cl)Cl. The product is [NH2:9][C@H:8]1[CH2:7][CH2:6][CH2:5][CH2:4][N:3]([CH2:17][C:18]2[CH:19]=[N:20][CH:21]=[CH:22][CH:23]=2)[C:2]1=[O:1]. The yield is 1.00. (2) The reactants are [Br:1][C:2]1[CH:3]=[C:4]2[C:9](=[CH:10][CH:11]=1)[N:8]=[CH:7][C:6]([C:12](=[O:16])[CH2:13][CH2:14][CH3:15])=[C:5]2Cl.[NH2:18][C@H:19]1[CH2:24][CH2:23][C@H:22]([NH:25][C:26](=[O:32])[O:27][C:28]([CH3:31])([CH3:30])[CH3:29])[CH2:21][CH2:20]1. No catalyst specified. The product is [Br:1][C:2]1[CH:3]=[C:4]2[C:9](=[CH:10][CH:11]=1)[N:8]=[CH:7][C:6]([C:12](=[O:16])[CH2:13][CH2:14][CH3:15])=[C:5]2[NH:18][C@H:19]1[CH2:24][CH2:23][C@H:22]([NH:25][C:26](=[O:32])[O:27][C:28]([CH3:30])([CH3:29])[CH3:31])[CH2:21][CH2:20]1. The yield is 0.680. (3) The reactants are Cl.[CH3:2][O:3][C:4]([CH:6]1[CH2:10][CH2:9][CH:8](OCC=C)[NH:7]1)=[O:5].C(N(CC)CC)C.[C:22]([O:26][C:27]([NH:29][CH:30]([CH2:34][CH:35]=[CH2:36])[C:31]([OH:33])=O)=[O:28])([CH3:25])([CH3:24])[CH3:23].[CH:37]1(N=C=NC2CCCCC2)[CH2:42]CCC[CH2:38]1. The catalyst is C(Cl)Cl.CN(C)C1C=CN=CC=1. The product is [CH3:2][O:3][C:4]([CH:6]1[CH2:10][CH2:9][CH:8]([CH2:42][CH:37]=[CH2:38])[N:7]1[C:31](=[O:33])[CH:30]([NH:29][C:27]([O:26][C:22]([CH3:23])([CH3:24])[CH3:25])=[O:28])[CH2:34][CH:35]=[CH2:36])=[O:5]. The yield is 0.870. (4) The reactants are [F:1][C:2]1[C:7]([F:8])=[C:6]([N:9]2[CH2:14][CH2:13][O:12][CH2:11][CH2:10]2)[CH:5]=[CH:4][C:3]=1[N:15]1[CH:20]=[C:19]([O:21][CH3:22])[C:18](=[O:23])[C:17]([C:24](O)=[O:25])=[N:16]1.Cl.[CH3:28][NH:29][O:30][CH3:31].C1C=CC2N(O)N=NC=2C=1.C(N(CC)CC)C.CCN=C=NCCCN(C)C. The catalyst is CN(C=O)C.CCOC(C)=O. The product is [F:1][C:2]1[C:7]([F:8])=[C:6]([N:9]2[CH2:10][CH2:11][O:12][CH2:13][CH2:14]2)[CH:5]=[CH:4][C:3]=1[N:15]1[CH:20]=[C:19]([O:21][CH3:22])[C:18](=[O:23])[C:17]([C:24]([N:29]([O:30][CH3:31])[CH3:28])=[O:25])=[N:16]1. The yield is 0.770.